Task: Predict the reactants needed to synthesize the given product.. Dataset: Full USPTO retrosynthesis dataset with 1.9M reactions from patents (1976-2016) (1) Given the product [OH:8][CH2:7][CH:3]1[CH2:4][CH2:5][CH2:6][N:1]([C:14](=[O:15])[CH2:13][CH:12]([CH3:17])[CH3:11])[CH2:2]1, predict the reactants needed to synthesize it. The reactants are: [NH:1]1[CH2:6][CH2:5][CH2:4][CH:3]([CH2:7][OH:8])[CH2:2]1.[OH-].[Na+].[CH3:11][CH:12]([CH3:17])[CH2:13][C:14](Cl)=[O:15]. (2) Given the product [F:34][C:35]1[CH:42]=[CH:41][C:38]([CH2:39][N:32]2[CH:31]=[CH:30][N:29]=[C:28]2[CH:8]([NH:7][C:6](=[O:33])[O:5][C:1]([CH3:4])([CH3:2])[CH3:3])[CH2:9][C:10]2[CH:18]=[C:17]([CH3:19])[C:16]3[C:12](=[CH:13][N:14]([CH2:20][O:21][CH2:22][CH2:23][Si:24]([CH3:25])([CH3:27])[CH3:26])[N:15]=3)[CH:11]=2)=[CH:37][CH:36]=1, predict the reactants needed to synthesize it. The reactants are: [C:1]([O:5][C:6](=[O:33])[NH:7][CH:8]([C:28]1[NH:29][CH:30]=[CH:31][N:32]=1)[CH2:9][C:10]1[CH:18]=[C:17]([CH3:19])[C:16]2[C:12](=[CH:13][N:14]([CH2:20][O:21][CH2:22][CH2:23][Si:24]([CH3:27])([CH3:26])[CH3:25])[N:15]=2)[CH:11]=1)([CH3:4])([CH3:3])[CH3:2].[F:34][C:35]1[CH:42]=[CH:41][C:38]([CH2:39]Br)=[CH:37][CH:36]=1.C(=O)([O-])[O-].[K+].[K+]. (3) Given the product [ClH:13].[S:36]1[C:44]2[CH:43]=[C:42]([CH2:45][NH:15][CH:16]3[CH2:21][CH2:20][N:19]([CH2:22][CH:23]4[C:33]5=[C:34]6[C:29](=[CH:30][CH:31]=[CH:32]5)[CH:28]=[CH:27][C:26](=[O:35])[N:25]6[CH2:24]4)[CH2:18][CH2:17]3)[N:41]=[CH:40][C:39]=2[O:38][CH2:37]1, predict the reactants needed to synthesize it. The reactants are: C1(N)C(F)=C(F)C(F)=C(N)C=1F.[ClH:13].Cl.[NH2:15][CH:16]1[CH2:21][CH2:20][N:19]([CH2:22][CH:23]2[C:33]3=[C:34]4[C:29](=[CH:30][CH:31]=[CH:32]3)[CH:28]=[CH:27][C:26](=[O:35])[N:25]4[CH2:24]2)[CH2:18][CH2:17]1.[S:36]1[C:44]2[CH:43]=[C:42]([CH:45]=O)[N:41]=[CH:40][C:39]=2[O:38][CH2:37]1. (4) Given the product [C:1]([O:5][C:6]([N:8]1[C:16]2[C:11](=[C:12]([CH3:18])[C:13]([O:17][CH2:20][C:21]3[CH:26]=[CH:25][C:24]([CH:27]([CH3:29])[CH3:28])=[C:23]([O:30][C:31]([F:32])([F:33])[F:34])[CH:22]=3)=[CH:14][CH:15]=2)[CH2:10][CH2:9]1)=[O:7])([CH3:4])([CH3:3])[CH3:2], predict the reactants needed to synthesize it. The reactants are: [C:1]([O:5][C:6]([N:8]1[C:16]2[C:11](=[C:12]([CH3:18])[C:13]([OH:17])=[CH:14][CH:15]=2)[CH2:10][CH2:9]1)=[O:7])([CH3:4])([CH3:3])[CH3:2].Cl[CH2:20][C:21]1[CH:26]=[CH:25][C:24]([CH:27]([CH3:29])[CH3:28])=[C:23]([O:30][C:31]([F:34])([F:33])[F:32])[CH:22]=1.C(=O)([O-])[O-].[K+].[K+].C(=O)(O)[O-].[Na+]. (5) Given the product [CH2:1]([N:8]1[C:16]2[C:11](=[CH:12][C:13]([C:17]3[CH:22]=[CH:21][C:20]([C:23]([CH3:26])([CH3:25])[CH3:24])=[CH:19][CH:18]=3)=[CH:14][CH:15]=2)[C:10]([C:27](=[O:33])[C:28]([OH:30])=[O:29])=[CH:9]1)[C:2]1[CH:3]=[CH:4][CH:5]=[CH:6][CH:7]=1, predict the reactants needed to synthesize it. The reactants are: [CH2:1]([N:8]1[C:16]2[C:11](=[CH:12][C:13]([C:17]3[CH:22]=[CH:21][C:20]([C:23]([CH3:26])([CH3:25])[CH3:24])=[CH:19][CH:18]=3)=[CH:14][CH:15]=2)[C:10]([C:27](=[O:33])[C:28]([O:30]CC)=[O:29])=[CH:9]1)[C:2]1[CH:7]=[CH:6][CH:5]=[CH:4][CH:3]=1.[OH-].[K+]. (6) The reactants are: [Br:1][C:2]1[CH:8]=[CH:7][C:5]([NH2:6])=[CH:4][C:3]=1[Cl:9].Br[CH2:11][CH2:12][O:13][CH2:14][CH2:15]Br.C([O-])([O-])=O.[K+].[K+].[I-].[K+]. Given the product [Br:1][C:2]1[CH:8]=[CH:7][C:5]([N:6]2[CH2:15][CH2:14][O:13][CH2:12][CH2:11]2)=[CH:4][C:3]=1[Cl:9], predict the reactants needed to synthesize it. (7) Given the product [CH3:21][C:22]1[NH:39][C:25]2=[N:26][CH:27]=[C:28]([C:2]3[C:6]([C:7]4[CH:12]=[CH:11][N:10]=[C:9]([NH:13][CH2:14][C@@H:15]([OH:17])[CH3:16])[N:8]=4)=[CH:5][N:4]([CH:18]([CH3:20])[CH3:19])[N:3]=3)[CH:29]=[C:24]2[C:23]=1[CH3:40], predict the reactants needed to synthesize it. The reactants are: I[C:2]1[C:6]([C:7]2[CH:12]=[CH:11][N:10]=[C:9]([NH:13][CH2:14][C@@H:15]([OH:17])[CH3:16])[N:8]=2)=[CH:5][N:4]([CH:18]([CH3:20])[CH3:19])[N:3]=1.[CH3:21][C:22]1[NH:39][C:25]2=[N:26][CH:27]=[C:28](B3OC(C)(C)C(C)(C)O3)[CH:29]=[C:24]2[C:23]=1[CH3:40].C([O-])([O-])=O.[Na+].[Na+].